This data is from Full USPTO retrosynthesis dataset with 1.9M reactions from patents (1976-2016). The task is: Predict the reactants needed to synthesize the given product. (1) Given the product [CH3:48][O:47][C:14]1[CH:13]=[CH:12][C:11]2[C:10](=[CH:19][CH:18]=[C:17]([C:49]3[NH:50][N:7]=[N:6][N:5]=3)[CH:16]=2)[C:15]=1[CH2:20][N:21]1[C:27](=[O:28])[C@@H:26]([NH:29][C:30](=[O:42])[C@@H:31]([N:33]([CH3:41])[C:34](=[O:40])[O:35][C:36]([CH3:37])([CH3:38])[CH3:39])[CH3:32])[CH2:25][CH2:24][C:23]2[CH:43]=[CH:44][CH:45]=[CH:46][C:22]1=2, predict the reactants needed to synthesize it. The reactants are: [Si]([N:5]=[N+:6]=[N-:7])(C)(C)C.C([C:10]1[CH:19]=[CH:18][CH:17]=[C:16]2[C:11]=1[CH:12]=[CH:13][C:14]([O:47][CH3:48])=[C:15]2[CH2:20][N:21]1[C:27](=[O:28])[C@@H:26]([NH:29][C:30](=[O:42])[C@@H:31]([N:33]([CH3:41])[C:34](=[O:40])[O:35][C:36]([CH3:39])([CH3:38])[CH3:37])[CH3:32])[CH2:25][CH2:24][C:23]2[CH:43]=[CH:44][CH:45]=[CH:46][C:22]1=2)#N.[CH3:49][N:50](C=O)C. (2) Given the product [NH:19]([C:2]1[N:3]=[N:4][CH:5]=[C:6]([C:8]2[C:13]([C:14]([OH:17])([CH3:16])[CH3:15])=[CH:12][CH:11]=[CH:10][N:9]=2)[CH:7]=1)[NH2:20], predict the reactants needed to synthesize it. The reactants are: Cl[C:2]1[N:3]=[N:4][CH:5]=[C:6]([C:8]2[C:13]([C:14]([OH:17])([CH3:16])[CH3:15])=[CH:12][CH:11]=[CH:10][N:9]=2)[CH:7]=1.O.[NH2:19][NH2:20]. (3) The reactants are: [NH2:1][C:2]1[C:3]2[C:10]([C:11]3[CH:17]=[CH:16][C:14]([NH2:15])=[CH:13][CH:12]=3)=[CH:9][N:8]([CH:18]3[CH2:22][CH2:21][CH2:20][CH2:19]3)[C:4]=2[N:5]=[CH:6][N:7]=1.[F:23][C:24]1[CH:29]=[CH:28][C:27]([N:30]2[CH:35]=[CH:34][C:33]([I:36])=[C:32]([C:37](O)=[O:38])[C:31]2=[O:40])=[CH:26][CH:25]=1. Given the product [NH2:1][C:2]1[C:3]2[C:10]([C:11]3[CH:17]=[CH:16][C:14]([NH:15][C:37]([C:32]4[C:31](=[O:40])[N:30]([C:27]5[CH:28]=[CH:29][C:24]([F:23])=[CH:25][CH:26]=5)[CH:35]=[CH:34][C:33]=4[I:36])=[O:38])=[CH:13][CH:12]=3)=[CH:9][N:8]([CH:18]3[CH2:22][CH2:21][CH2:20][CH2:19]3)[C:4]=2[N:5]=[CH:6][N:7]=1, predict the reactants needed to synthesize it. (4) Given the product [C:1]([N:8]1[CH2:13][CH2:12][CH2:11][CH2:10][CH:9]1[CH2:14][CH2:15][CH2:16][CH2:17][CH2:18][CH2:19][CH3:20])([O:3][C:4]([CH3:7])([CH3:6])[CH3:5])=[O:2], predict the reactants needed to synthesize it. The reactants are: [C:1]([N:8]1[CH2:13][CH2:12][CH2:11][CH2:10][CH:9]1[CH:14]=[CH:15][CH2:16][CH2:17][CH2:18][CH2:19][CH3:20])([O:3][C:4]([CH3:7])([CH3:6])[CH3:5])=[O:2].